From a dataset of Forward reaction prediction with 1.9M reactions from USPTO patents (1976-2016). Predict the product of the given reaction. Given the reactants [C:1]([O:5][C:6]1[CH:11]=[C:10]([Cl:12])[C:9]([O:13][C:14]2[CH:19]=[CH:18][C:17]([NH2:20])=[C:16]([Br:21])[CH:15]=2)=[C:8]([Cl:22])[C:7]=1[CH2:23][CH3:24])(=[O:4])[CH2:2][CH3:3].[C:25](Cl)(=[O:29])[CH:26]([CH3:28])[CH3:27], predict the reaction product. The product is: [C:1]([O:5][C:6]1[CH:11]=[C:10]([Cl:12])[C:9]([O:13][C:14]2[CH:19]=[CH:18][C:17]([NH:20][C:25](=[O:29])[CH:26]([CH3:28])[CH3:27])=[C:16]([Br:21])[CH:15]=2)=[C:8]([Cl:22])[C:7]=1[CH2:23][CH3:24])(=[O:4])[CH2:2][CH3:3].